Dataset: Catalyst prediction with 721,799 reactions and 888 catalyst types from USPTO. Task: Predict which catalyst facilitates the given reaction. (1) Reactant: C[C:2]1[CH:7]=[CH:6][N:5]=[C:4]([CH2:8][C:9](O)=O)[CH:3]=1.[C:12](N1C=CN=C1)([N:14]1C=CN=C1)=O.CCN(C(C)C)C(C)C.C(O[C:36](=O)[CH2:37][CH2:38][NH:39][CH2:40][CH2:41][C:42]1[CH:47]=[CH:46][CH:45]=[CH:44][CH:43]=1)C. Product: [CH3:12][NH:14][CH:36]1[CH2:37][CH2:38][N:39]([CH2:40][CH2:41][C:42]2[CH:47]=[CH:46][CH:45]=[CH:44][CH:43]=2)[CH2:9][CH:8]1[C:4]1[CH:3]=[CH:2][CH:7]=[CH:6][N:5]=1. The catalyst class is: 1. (2) Reactant: [F:1][C:2]([F:21])([F:20])[C:3]1[CH:4]=[C:5]([C:9]2[N:14]=[C:13]([CH:15]([CH3:19])[C:16]([OH:18])=O)[CH:12]=[CH:11][CH:10]=2)[CH:6]=[CH:7][CH:8]=1.[N:22]1[CH:27]=[CH:26][N:25]=[CH:24][C:23]=1[NH2:28].CCN(C(C)C)C(C)C.CN(C(ON1N=NC2C=CC=NC1=2)=[N+](C)C)C.F[P-](F)(F)(F)(F)F. Product: [N:22]1[CH:27]=[CH:26][N:25]=[CH:24][C:23]=1[NH:28][C:16](=[O:18])[CH:15]([C:13]1[CH:12]=[CH:11][CH:10]=[C:9]([C:5]2[CH:6]=[CH:7][CH:8]=[C:3]([C:2]([F:1])([F:21])[F:20])[CH:4]=2)[N:14]=1)[CH3:19]. The catalyst class is: 4. (3) Reactant: [NH:1]1[C:5]2[CH:6]=[CH:7][CH:8]=[CH:9][C:4]=2[N:3]=[C:2]1[CH2:10][N:11]([CH3:22])[CH:12]1[C:21]2[N:20]=[CH:19][CH:18]=[CH:17][C:16]=2[CH2:15][CH2:14][CH2:13]1.Cl[CH2:24]/[CH:25]=[CH:26]\[CH2:27][NH:28][C:29](=[O:35])[O:30][C:31]([CH3:34])([CH3:33])[CH3:32].C([O-])([O-])=O.[K+].[K+]. Product: [CH3:22][N:11]([CH2:10][C:2]1[N:3]([CH2:24]/[CH:25]=[CH:26]\[CH2:27][NH:28][C:29](=[O:35])[O:30][C:31]([CH3:34])([CH3:33])[CH3:32])[C:4]2[CH:9]=[CH:8][CH:7]=[CH:6][C:5]=2[N:1]=1)[CH:12]1[C:21]2[N:20]=[CH:19][CH:18]=[CH:17][C:16]=2[CH2:15][CH2:14][CH2:13]1. The catalyst class is: 3. (4) Reactant: [C:1]([C:5]1[CH:10]=[CH:9][C:8]([S:11]([N:14]2[C:20]3[CH:21]=[C:22]([C:25](=O)[CH3:26])[CH:23]=[CH:24][C:19]=3[NH:18][C:17]3[N:28]=[C:29]([C:32]([F:35])([F:34])[F:33])[CH:30]=[CH:31][C:16]=3[CH2:15]2)(=[O:13])=[O:12])=[CH:7][CH:6]=1)([CH3:4])([CH3:3])[CH3:2].Cl.[NH2:37][OH:38].N1C=CC=CC=1. Product: [C:1]([C:5]1[CH:10]=[CH:9][C:8]([S:11]([N:14]2[C:20]3[CH:21]=[C:22]([C:25](=[N:37][OH:38])[CH3:26])[CH:23]=[CH:24][C:19]=3[NH:18][C:17]3[N:28]=[C:29]([C:32]([F:35])([F:34])[F:33])[CH:30]=[CH:31][C:16]=3[CH2:15]2)(=[O:13])=[O:12])=[CH:7][CH:6]=1)([CH3:4])([CH3:3])[CH3:2]. The catalyst class is: 8.